Dataset: Forward reaction prediction with 1.9M reactions from USPTO patents (1976-2016). Task: Predict the product of the given reaction. (1) The product is: [CH3:20][C:13]([N:11]1[CH:12]=[C:8]([NH2:7])[CH:9]=[N:10]1)([CH3:19])[CH2:14][S:15]([CH3:18])(=[O:16])=[O:17]. Given the reactants C(OC(=O)[NH:7][C:8]1[CH:9]=[N:10][N:11]([C:13]([CH3:20])([CH3:19])[CH2:14][S:15]([CH3:18])(=[O:17])=[O:16])[CH:12]=1)(C)(C)C.Cl.C(=O)([O-])O.[Na+], predict the reaction product. (2) Given the reactants Br[C:2]1[CH:7]=[CH:6][C:5]([O:8][C:9]([F:12])([F:11])[F:10])=[CH:4][CH:3]=1.C([Li])CCC.CN(OC)[C:20]([CH:22]1[CH2:27][CH2:26][N:25]([CH2:28][C:29]2[CH:34]=[CH:33][CH:32]=[CH:31][CH:30]=2)[CH2:24][CH2:23]1)=[O:21].[Cl-].[NH4+], predict the reaction product. The product is: [CH2:28]([N:25]1[CH2:26][CH2:27][CH:22]([C:20](=[O:21])[C:2]2[CH:7]=[CH:6][C:5]([O:8][C:9]([F:12])([F:11])[F:10])=[CH:4][CH:3]=2)[CH2:23][CH2:24]1)[C:29]1[CH:34]=[CH:33][CH:32]=[CH:31][CH:30]=1. (3) Given the reactants [NH2:1][C:2]1[CH:3]=[C:4]2[C:8](=[CH:9][CH:10]=1)[CH2:7][N:6]([C:11](=[O:30])[C@H:12]([NH:22]C(=O)OC(C)(C)C)[CH2:13][C:14]1[CH:19]=[CH:18][C:17]([Cl:20])=[CH:16][C:15]=1[Cl:21])[CH2:5]2.[CH3:31][N:32]([CH3:42])[C:33]1[CH:38]=[CH:37][C:36]([N:39]=[C:40]=[O:41])=[CH:35][CH:34]=1.CCN(CC)CC.C(O)(C(F)(F)F)=O, predict the reaction product. The product is: [NH2:22][C@H:12]([CH2:13][C:14]1[CH:19]=[CH:18][C:17]([Cl:20])=[CH:16][C:15]=1[Cl:21])[C:11]([N:6]1[CH2:5][C:4]2[C:8](=[CH:9][CH:10]=[C:2]([NH:1][C:40]([NH:39][C:36]3[CH:37]=[CH:38][C:33]([N:32]([CH3:42])[CH3:31])=[CH:34][CH:35]=3)=[O:41])[CH:3]=2)[CH2:7]1)=[O:30].